This data is from Full USPTO retrosynthesis dataset with 1.9M reactions from patents (1976-2016). The task is: Predict the reactants needed to synthesize the given product. (1) Given the product [C:11]1([C:2]2[CH:7]=[C:6]([N:8]([CH3:10])[CH3:9])[CH:5]=[CH:4][N:3]=2)[CH:16]=[CH:15][CH:14]=[CH:13][CH:12]=1, predict the reactants needed to synthesize it. The reactants are: I[C:2]1[CH:7]=[C:6]([N:8]([CH3:10])[CH3:9])[CH:5]=[CH:4][N:3]=1.[C:11]1(B(O)O)[CH:16]=[CH:15][CH:14]=[CH:13][CH:12]=1.C([O-])([O-])=O.[K+].[K+]. (2) Given the product [CH3:17][C@@H:5]1[C@@H:4]2[CH2:9][CH2:8][C@@H:7]([C:2](=[O:1])[CH2:3]2)[N:6]1[C:10]([O:12][C:13]([CH3:14])([CH3:16])[CH3:15])=[O:11], predict the reactants needed to synthesize it. The reactants are: [OH:1][C@@H:2]1[C@@H:7]2[CH2:8][CH2:9][C@@H:4]([C@@H:5]([CH3:17])[N:6]2[C:10]([O:12][C:13]([CH3:16])([CH3:15])[CH3:14])=[O:11])[CH2:3]1.C(C)(C)C.